Dataset: Forward reaction prediction with 1.9M reactions from USPTO patents (1976-2016). Task: Predict the product of the given reaction. Given the reactants C(N(CC)CC)C.Cl[C:9]([O:11][CH2:12][CH2:13][CH2:14][CH2:15][CH3:16])=[O:10].[C:17]([O:21][C:22]([NH:24][C@H:25]1[CH2:31][CH2:30][C@@H:29]([OH:32])[CH2:28][NH:27][C:26]1=[O:33])=[O:23])([CH3:20])([CH3:19])[CH3:18], predict the reaction product. The product is: [C:17]([O:21][C:22]([NH:24][C@H:25]1[CH2:31][CH2:30][C@@H:29]([O:32][C:9]([O:11][CH2:12][CH2:13][CH2:14][CH2:15][CH3:16])=[O:10])[CH2:28][NH:27][C:26]1=[O:33])=[O:23])([CH3:20])([CH3:18])[CH3:19].